Dataset: Peptide-MHC class II binding affinity with 134,281 pairs from IEDB. Task: Regression. Given a peptide amino acid sequence and an MHC pseudo amino acid sequence, predict their binding affinity value. This is MHC class II binding data. (1) The peptide sequence is VDLAKSLRIAAKIYS. The MHC is DRB3_0202 with pseudo-sequence DRB3_0202. The binding affinity (normalized) is 0.0980. (2) The peptide sequence is LMSTRRVLEREQIPT. The binding affinity (normalized) is 0.515. The MHC is DRB1_1101 with pseudo-sequence DRB1_1101.